Dataset: hERG Central: cardiac toxicity at 1µM, 10µM, and general inhibition. Task: Predict hERG channel inhibition at various concentrations. (1) The drug is CCCCC(O)CN1CCC(c2ccccc2)CC1. Results: hERG_inhib (hERG inhibition (general)): blocker. (2) Results: hERG_inhib (hERG inhibition (general)): blocker. The drug is O=C(CCNS(=O)(=O)c1ccc(OC(F)(F)F)cc1)N1CCN(C/C=C/c2ccccc2)CC1.